From a dataset of Reaction yield outcomes from USPTO patents with 853,638 reactions. Predict the reaction yield, written as a fraction of the theoretical maximum amount of product (1.0 means a 100% yield; for example, 0.34 means a 34% yield). (1) The reactants are [Cl:1][CH2:2][C:3]([NH2:5])=[O:4].C(Cl)(=O)[C:7](Cl)=[O:8].[C:12]([OH:16])([CH3:15])([CH3:14])[CH3:13].ClCCCl.C(=O)([O-])O.[Na+]. The catalyst is ClCCCl. The product is [Cl:1][CH2:2][C:3]([NH:5][C:7](=[O:8])[O:16][C:12]([CH3:15])([CH3:14])[CH3:13])=[O:4]. The yield is 0.490. (2) The reactants are [CH2:1]([O:3][C:4]1[C:9]([CH:10]([CH3:12])[CH3:11])=[CH:8][CH:7]=[CH:6][C:5]=1[CH2:13][OH:14])[CH3:2]. The catalyst is C1C=CC=CC=1.O=[Mn]=O. The product is [CH2:1]([O:3][C:4]1[C:9]([CH:10]([CH3:11])[CH3:12])=[CH:8][CH:7]=[CH:6][C:5]=1[CH:13]=[O:14])[CH3:2]. The yield is 0.420. (3) The reactants are [N+:1]([C:4]1[CH:9]=[CH:8][CH:7]=[CH:6][C:5]=1[CH2:10][CH2:11][C:12]1[C:16]2[C:17](=[O:31])[N:18]([C:25]3[CH:30]=[CH:29][CH:28]=[CH:27][CH:26]=3)[C:19]3[N:20]=[CH:21][CH:22]=[CH:23][C:24]=3[C:15]=2[NH:14][N:13]=1)([O-])=O. The catalyst is CN(C=O)C.CO.[C].[Pd]. The product is [NH2:1][C:4]1[CH:9]=[CH:8][CH:7]=[CH:6][C:5]=1[CH2:10][CH2:11][C:12]1[C:16]2[C:17](=[O:31])[N:18]([C:25]3[CH:30]=[CH:29][CH:28]=[CH:27][CH:26]=3)[C:19]3[N:20]=[CH:21][CH:22]=[CH:23][C:24]=3[C:15]=2[NH:14][N:13]=1. The yield is 0.940. (4) The reactants are [NH2:1][CH2:2][C:3]1[CH:8]=[CH:7][C:6]([C:9]([NH:11][C:12]2[CH:17]=[CH:16][CH:15]=[CH:14][C:13]=2[C:18](=[O:27])[NH:19][C:20]2[CH:25]=[CH:24][C:23]([Cl:26])=[CH:22][N:21]=2)=[O:10])=[CH:5][CH:4]=1.[CH3:28][N:29]1[CH2:33][CH2:32][N:31]=[C:30]1SC.CCN(CC)CC. The catalyst is N1C=CC=CC=1. The product is [Cl:26][C:23]1[CH:24]=[CH:25][C:20]([NH:19][C:18]([C:13]2[CH:14]=[CH:15][CH:16]=[CH:17][C:12]=2[NH:11][C:9]([C:6]2[CH:5]=[CH:4][C:3]([CH2:2][NH:1][C:30]3[N:29]([CH3:28])[CH2:33][CH2:32][N:31]=3)=[CH:8][CH:7]=2)=[O:10])=[O:27])=[N:21][CH:22]=1. The yield is 0.650.